This data is from Reaction yield outcomes from USPTO patents with 853,638 reactions. The task is: Predict the reaction yield, written as a fraction of the theoretical maximum amount of product (1.0 means a 100% yield; for example, 0.34 means a 34% yield). (1) The reactants are [C:1]1([NH2:12])[C:6](F)=[C:5](F)[C:4](F)=[C:3](N)C=1F.Cl.Cl.[OH-].[Na+].[N+:17]([C:20]1[CH:21]=[C:22]([CH:26]=[CH:27][CH:28]=1)[C:23](Cl)=[O:24])([O-:19])=[O:18].[C:29](#[N:31])[CH3:30]. The catalyst is O. The product is [N:12]12[CH2:3][CH2:4][CH:5]([CH2:6][CH2:1]1)[CH:29]([NH:31][C:23](=[O:24])[C:22]1[CH:26]=[CH:27][CH:28]=[C:20]([N+:17]([O-:19])=[O:18])[CH:21]=1)[CH2:30]2. The yield is 0.740. (2) The reactants are FC1C=CC=CC=1NC(=S)NC1C=CC(C2C=C3C(=CC=2)C(=O)N([C@@H](C(C)C)C(O)=O)C3)=CC=1.[CH3:35][O:36][C:37]1[CH:38]=[C:39]([NH:43][C:44](=[S:70])[NH:45][C:46]2[CH:51]=[CH:50][C:49]([C:52]3[CH:53]=[C:54]4[C:58](=[CH:59][CH:60]=3)[C:57](=[O:61])[N:56]([C@@H:62]([CH:67]([CH3:69])[CH3:68])[C:63]([O:65]C)=[O:64])[CH2:55]4)=[CH:48][CH:47]=2)[CH:40]=[CH:41][CH:42]=1. No catalyst specified. The product is [CH3:35][O:36][C:37]1[CH:38]=[C:39]([NH:43][C:44](=[S:70])[NH:45][C:46]2[CH:47]=[CH:48][C:49]([C:52]3[CH:53]=[C:54]4[C:58](=[CH:59][CH:60]=3)[C:57](=[O:61])[N:56]([C@@H:62]([CH:67]([CH3:68])[CH3:69])[C:63]([OH:65])=[O:64])[CH2:55]4)=[CH:50][CH:51]=2)[CH:40]=[CH:41][CH:42]=1. The yield is 0.690. (3) The reactants are [Br:1][C:2]1[CH:9]=[CH:8][C:5]([CH:6]=O)=[CH:4][CH:3]=1.[C:10]([O-:13])(=[O:12])[CH3:11].[NH4+:14].C(O)(=O)CC(O)=O. The catalyst is C(O)C. The product is [Br:1][C:2]1[CH:9]=[CH:8][C:5]([CH:6]([CH2:11][C:10]([OH:13])=[O:12])[NH2:14])=[CH:4][CH:3]=1. The yield is 0.342. (4) The yield is 0.609. The product is [CH2:1]([O:8][N:9]1[C:15](=[O:16])[N:14]2[CH2:17][C@H:10]1[CH2:11][CH2:12][C@H:13]2[C:18]([NH:22][NH:21][C:23]([C@H:25]1[CH2:29][CH2:28][C:27](=[O:30])[N:26]1[C:31]([O:33][C:34]([CH3:37])([CH3:36])[CH3:35])=[O:32])=[O:24])=[O:20])[C:2]1[CH:3]=[CH:4][CH:5]=[CH:6][CH:7]=1. No catalyst specified. The reactants are [CH2:1]([O:8][N:9]1[C:15](=[O:16])[N:14]2[CH2:17][C@H:10]1[CH2:11][CH2:12][C@H:13]2[C:18]([OH:20])=O)[C:2]1[CH:7]=[CH:6][CH:5]=[CH:4][CH:3]=1.[NH:21]([C:23]([C@H:25]1[CH2:29][CH2:28][C:27](=[O:30])[N:26]1[C:31]([O:33][C:34]([CH3:37])([CH3:36])[CH3:35])=[O:32])=[O:24])[NH2:22]. (5) The reactants are [CH2:1]([O:8][C:9]1[CH:16]=[CH:15][CH:14]=[C:13]([O:17][CH3:18])[C:10]=1[CH:11]=[O:12])[C:2]1[CH:7]=[CH:6][CH:5]=[CH:4][CH:3]=1.[H-].[Al+3].[Li+].[H-].[H-].[H-].O.O.O.O.O.O.O.O.O.O.[O-]S([O-])(=O)=O.[Na+].[Na+]. The catalyst is O1CCCC1. The product is [CH2:1]([O:8][C:9]1[CH:16]=[CH:15][CH:14]=[C:13]([O:17][CH3:18])[C:10]=1[CH2:11][OH:12])[C:2]1[CH:3]=[CH:4][CH:5]=[CH:6][CH:7]=1. The yield is 0.970. (6) The reactants are [CH3:1][S:2][C:3]1[CH:8]=[CH:7][C:6]([C:9]2[CH2:10][CH2:11][N:12]([CH2:15][CH2:16][CH2:17][C:18]([NH:20][C:21]3[CH:29]=[CH:28][CH:27]=[CH:26][C:22]=3[C:23]([NH2:25])=[O:24])=[O:19])[CH2:13][CH:14]=2)=[CH:5][CH:4]=1.CO. The catalyst is [OH-].[OH-].[Pd+2].C(OCC)(=O)C. The product is [CH3:1][S:2][C:3]1[CH:4]=[CH:5][C:6]([CH:9]2[CH2:14][CH2:13][N:12]([CH2:15][CH2:16][CH2:17][C:18]([NH:20][C:21]3[CH:29]=[CH:28][CH:27]=[CH:26][C:22]=3[C:23]([NH2:25])=[O:24])=[O:19])[CH2:11][CH2:10]2)=[CH:7][CH:8]=1. The yield is 0.292. (7) The reactants are [C:1]([C:3]1[C:4]([NH2:9])=[N:5][CH:6]=[CH:7][CH:8]=1)#[CH:2].[O:10]1[CH2:14][CH2:13][CH2:12][CH:11]1[CH2:15][CH2:16][C:17]1[CH:22]=[CH:21][C:20]([CH2:23][C:24](Cl)=[N:25][OH:26])=[CH:19][CH:18]=1.C(N(CC)CC)C. The catalyst is O1CCCC1. The product is [O:10]1[CH2:14][CH2:13][CH2:12][CH:11]1[CH2:15][CH2:16][C:17]1[CH:22]=[CH:21][C:20]([CH2:23][C:24]2[CH:2]=[C:1]([C:3]3[C:4]([NH2:9])=[N:5][CH:6]=[CH:7][CH:8]=3)[O:26][N:25]=2)=[CH:19][CH:18]=1. The yield is 0.530. (8) The reactants are [Br:1][C:2]1[CH:10]=[CH:9][C:5]([C:6]([OH:8])=[O:7])=[C:4]([F:11])[CH:3]=1.[C:12](Cl)(=O)C(Cl)=O. The catalyst is CO. The product is [Br:1][C:2]1[CH:10]=[CH:9][C:5]([C:6]([O:8][CH3:12])=[O:7])=[C:4]([F:11])[CH:3]=1. The yield is 0.880. (9) The reactants are C([O:3][C:4]([C:6]1[CH:7]=[C:8]2[C:13](=[CH:14][CH:15]=1)[C:12]([Br:16])=[N:11][N:10]([CH:17]([CH3:19])[CH3:18])[C:9]2=[O:20])=O)C.[Li+].[BH4-].[NH4+].[Cl-]. The catalyst is C1COCC1. The product is [Br:16][C:12]1[C:13]2[C:8](=[CH:7][C:6]([CH2:4][OH:3])=[CH:15][CH:14]=2)[C:9](=[O:20])[N:10]([CH:17]([CH3:19])[CH3:18])[N:11]=1. The yield is 0.430.